From a dataset of Catalyst prediction with 721,799 reactions and 888 catalyst types from USPTO. Predict which catalyst facilitates the given reaction. (1) Reactant: C(O[C:6]([N:8]1[CH2:11][C:10]2([CH2:14][N:13]([CH2:15][CH2:16][OH:17])[CH2:12]2)[CH2:9]1)=O)(C)(C)C.[H-].[Al+3].[Li+].[H-].[H-].[H-]. Product: [CH3:6][N:8]1[CH2:11][C:10]2([CH2:14][N:13]([CH2:15][CH2:16][OH:17])[CH2:12]2)[CH2:9]1. The catalyst class is: 1. (2) Reactant: [NH:1]1[CH:5]=[C:4]([CH:6]=[O:7])[CH:3]=[N:2]1.CC(C)([O-])C.[K+].[C:14]([O:18][C:19](=[O:22])[CH2:20]Br)([CH3:17])([CH3:16])[CH3:15]. Product: [CH:6]([C:4]1[CH:5]=[N:1][N:2]([CH2:20][C:19]([O:18][C:14]([CH3:17])([CH3:16])[CH3:15])=[O:22])[CH:3]=1)=[O:7]. The catalyst class is: 9. (3) The catalyst class is: 5. Reactant: [CH2:1]([O:8][C:9]1[C:14]([CH:15]=[O:16])=[C:13]([CH3:17])[CH:12]=[C:11]([CH3:18])[N:10]=1)[C:2]1[CH:7]=[CH:6][CH:5]=[CH:4][CH:3]=1.[BH4-].[Na+]. Product: [CH2:1]([O:8][C:9]1[C:14]([CH2:15][OH:16])=[C:13]([CH3:17])[CH:12]=[C:11]([CH3:18])[N:10]=1)[C:2]1[CH:3]=[CH:4][CH:5]=[CH:6][CH:7]=1. (4) Reactant: [CH2:1]=[CH:2][C:3]1[CH:8]=[CH:7][CH:6]=[CH:5][CH:4]=1.CO.[CH2:11]=[CH:12][C:13]1[CH:18]=[CH:17][CH:16]=[CH:15][CH:14]=1.[CH3:19][CH2:20][O:21][CH2:22][CH3:23]. Product: [CH2:1]=[CH:2][C:3]1[CH:8]=[CH:7][CH:6]=[CH:5][CH:4]=1.[CH2:11]=[CH:12][C:13]1[CH:18]=[CH:17][CH:16]=[CH:15][CH:14]=1.[CH3:20][OH:21].[CH3:19][CH2:20][O:21][CH2:22][CH3:23]. The catalyst class is: 113.